The task is: Predict the product of the given reaction.. This data is from Forward reaction prediction with 1.9M reactions from USPTO patents (1976-2016). (1) Given the reactants Br.[NH2:2][C@H:3]1[CH2:8][CH2:7][O:6][CH2:5][C@H:4]1[C:9]([O:11][CH2:12][CH3:13])=[O:10].[CH3:14][C:15]([O:18][C:19](O[C:19]([O:18][C:15]([CH3:17])([CH3:16])[CH3:14])=[O:20])=[O:20])([CH3:17])[CH3:16].CCN(CC)CC, predict the reaction product. The product is: [C:15]([O:18][C:19]([NH:2][C@H:3]1[CH2:8][CH2:7][O:6][CH2:5][C@H:4]1[C:9]([O:11][CH2:12][CH3:13])=[O:10])=[O:20])([CH3:17])([CH3:16])[CH3:14]. (2) Given the reactants [NH2:1][C:2]1[CH:3]=[C:4]([C:9]2[CH:10]=[CH:11][C:12]3[O:18][CH2:17][CH2:16][N:15]([C:19]([C:21]4[CH:26]=[CH:25][C:24]([S:27]([CH3:30])(=[O:29])=[O:28])=[CH:23][CH:22]=4)=[O:20])[CH2:14][C:13]=3[CH:31]=2)[CH:5]=[CH:6][C:7]=1[NH2:8].[C:32](O)(=O)[CH:33]([CH3:35])[CH3:34].CCN(C(C)C)C(C)C.CN(C(ON1N=NC2C=CC=NC1=2)=[N+](C)C)C.F[P-](F)(F)(F)(F)F, predict the reaction product. The product is: [CH3:32][CH:33]([C:35]1[NH:1][C:2]2[CH:3]=[C:4]([C:9]3[CH:10]=[CH:11][C:12]4[O:18][CH2:17][CH2:16][N:15]([C:19]([C:21]5[CH:26]=[CH:25][C:24]([S:27]([CH3:30])(=[O:29])=[O:28])=[CH:23][CH:22]=5)=[O:20])[CH2:14][C:13]=4[CH:31]=3)[CH:5]=[CH:6][C:7]=2[N:8]=1)[CH3:34]. (3) Given the reactants [CH3:1][N:2]([CH3:15])[CH2:3][C:4]1[CH:9]=[C:8]([O:10][CH3:11])[C:7]([OH:12])=[C:6]([O:13][CH3:14])[CH:5]=1.[CH3:16][I:17], predict the reaction product. The product is: [I-:17].[CH3:15][N+:2]([CH3:16])([CH3:1])[CH2:3][C:4]1[CH:5]=[C:6]([O:13][CH3:14])[C:7]([OH:12])=[C:8]([O:10][CH3:11])[CH:9]=1. (4) Given the reactants [Cl:1][C:2]1[CH:8]=[CH:7][CH:6]=[C:5]([CH2:9][CH3:10])[C:3]=1N.S(=O)(=O)(O)O.N([O-])=O.[Na+].CN(C)C1C=CC=CC=1.Cl.S(=O)(=O)(O)N.[C:35]([O:38]C(=O)C)(=[O:37])C.C(Cl)(Cl)Cl, predict the reaction product. The product is: [Cl:1][C:2]1[CH:8]=[CH:7][CH:6]=[C:5]([CH2:9][CH3:10])[C:3]=1[C:35]([OH:38])=[O:37].